This data is from Reaction yield outcomes from USPTO patents with 853,638 reactions. The task is: Predict the reaction yield, written as a fraction of the theoretical maximum amount of product (1.0 means a 100% yield; for example, 0.34 means a 34% yield). (1) The product is [C:8]([NH:7][C:6]1[CH:11]=[CH:12][C:3]2[S:17][C:16]([SH:18])=[N:13][C:4]=2[CH:5]=1)(=[O:10])[CH3:9]. The reactants are [S].Cl[C:3]1[CH:12]=[CH:11][C:6]([NH:7][C:8](=[O:10])[CH3:9])=[CH:5][C:4]=1[N+:13]([O-])=O.[C:16](=[S:18])=[S:17].S(OC)(OC)(=O)=O. The yield is 0.550. The catalyst is O. (2) The reactants are Br[C:2]1[CH:7]=[CH:6][CH:5]=[CH:4][N:3]=1.C([Mg]Cl)(C)C.[Li+].[Cl-].[CH:15]1(/[CH:20]=[N:21]/[S@@:22]([C:24]([CH3:27])([CH3:26])[CH3:25])=[O:23])[CH2:19][CH2:18][CH2:17][CH2:16]1. The catalyst is C(Cl)Cl.C1COCC1. The product is [CH:15]1([C@@H:20]([C:2]2[CH:7]=[CH:6][CH:5]=[CH:4][N:3]=2)[NH:21][S:22]([C:24]([CH3:27])([CH3:26])[CH3:25])=[O:23])[CH2:16][CH2:17][CH2:18][CH2:19]1. The yield is 0.330. (3) The reactants are [CH3:1][C:2]1[C:7]([C:8]2[CH:13]=[CH:12][N:11]=[C:10](SC)[N:9]=2)=[CH:6][CH:5]=[CH:4][N:3]=1.O[O:17][S:18]([O-:20])=O.[K+].[C:22]([O-])(O)=O.[Na+]. The catalyst is CO. The product is [CH3:22][S:18]([C:10]1[N:9]=[C:8]([C:7]2[C:2]([CH3:1])=[N:3][CH:4]=[CH:5][CH:6]=2)[CH:13]=[CH:12][N:11]=1)(=[O:20])=[O:17]. The yield is 0.800. (4) The reactants are [S:1]([C:5]1[CH:37]=[CH:36][C:8]([CH2:9][NH:10][C:11]2[N:20]=[C:19]([NH:21][CH2:22][C:23]([F:26])([F:25])[F:24])[C:18]3[C:13](=[N:14][CH:15]=[C:16]([C:27]4[CH:35]=[CH:34][C:30]([C:31](O)=[O:32])=[CH:29][CH:28]=4)[N:17]=3)[N:12]=2)=[CH:7][CH:6]=1)(=[O:4])(=[O:3])[NH2:2].[CH:38]1([NH2:41])[CH2:40][CH2:39]1.F[P-](F)(F)(F)(F)F.N1(O[P+](N(C)C)(N(C)C)N(C)C)C2C=CC=CC=2N=N1.CCN(C(C)C)C(C)C.C(=O)(O)[O-].[Na+]. The catalyst is CN(C=O)C. The product is [CH:38]1([NH:41][C:31](=[O:32])[C:30]2[CH:34]=[CH:35][C:27]([C:16]3[N:17]=[C:18]4[C:13](=[N:14][CH:15]=3)[N:12]=[C:11]([NH:10][CH2:9][C:8]3[CH:7]=[CH:6][C:5]([S:1](=[O:3])(=[O:4])[NH2:2])=[CH:37][CH:36]=3)[N:20]=[C:19]4[NH:21][CH2:22][C:23]([F:26])([F:25])[F:24])=[CH:28][CH:29]=2)[CH2:40][CH2:39]1. The yield is 0.0500. (5) The reactants are [C:1]([C:3]1[CH:4]=[C:5]2[C:10](=[CH:11][C:12]=1[O:13][C:14]1[CH:22]=[CH:21][C:17]([C:18]([OH:20])=O)=[CH:16][CH:15]=1)[O:9][CH2:8][CH2:7][CH:6]2[C:23]([O:25][CH3:26])=[O:24])#[N:2].C(Cl)(=O)C(Cl)=O.C(N(CC)CC)C.[I:40][C:41]1[CH:42]=[C:43]([CH:45]=[CH:46][CH:47]=1)[NH2:44]. The catalyst is ClCCCl.CN(C=O)C. The product is [C:1]([C:3]1[CH:4]=[C:5]2[C:10](=[CH:11][C:12]=1[O:13][C:14]1[CH:15]=[CH:16][C:17]([C:18](=[O:20])[NH:44][C:43]3[CH:45]=[CH:46][CH:47]=[C:41]([I:40])[CH:42]=3)=[CH:21][CH:22]=1)[O:9][CH2:8][CH2:7][CH:6]2[C:23]([O:25][CH3:26])=[O:24])#[N:2]. The yield is 0.910.